Dataset: Catalyst prediction with 721,799 reactions and 888 catalyst types from USPTO. Task: Predict which catalyst facilitates the given reaction. Reactant: [CH3:1][C:2]1[O:6][N:5]=[C:4]([C:7]2[CH:8]=[C:9]([CH:18]=[CH:19][CH:20]=2)[O:10][CH:11]([CH2:15][CH2:16][CH3:17])[C:12](Cl)=[O:13])[N:3]=1.[N:21]1([C:27]2[CH:33]=[CH:32][C:30]([NH2:31])=[CH:29][CH:28]=2)[CH2:26][CH2:25][O:24][CH2:23][CH2:22]1. Product: [N:21]1([C:27]2[CH:28]=[CH:29][C:30]([NH:31][C:12](=[O:13])[CH:11]([O:10][C:9]3[CH:18]=[CH:19][CH:20]=[C:7]([C:4]4[N:3]=[C:2]([CH3:1])[O:6][N:5]=4)[CH:8]=3)[CH2:15][CH2:16][CH3:17])=[CH:32][CH:33]=2)[CH2:22][CH2:23][O:24][CH2:25][CH2:26]1. The catalyst class is: 119.